Dataset: Reaction yield outcomes from USPTO patents with 853,638 reactions. Task: Predict the reaction yield, written as a fraction of the theoretical maximum amount of product (1.0 means a 100% yield; for example, 0.34 means a 34% yield). The catalyst is ClCCl.CO. The yield is 0.250. The product is [F:52][C:53]1[CH:58]=[CH:57][C:56]([F:59])=[CH:55][C:54]=1/[CH:60]=[CH:61]/[CH2:62][NH:1][CH:2]1[CH2:7][CH2:6][N:5]([CH2:8][CH2:9][N:10]2[C:15]3[CH:16]=[C:17]([C:20]#[N:21])[CH:18]=[CH:19][C:14]=3[O:13][CH2:12][C:11]2=[O:22])[CH2:4][CH2:3]1. The reactants are [NH2:1][CH:2]1[CH2:7][CH2:6][N:5]([CH2:8][CH2:9][N:10]2[C:15]3[CH:16]=[C:17]([C:20]#[N:21])[CH:18]=[CH:19][C:14]=3[O:13][CH2:12][C:11]2=[O:22])[CH2:4][CH2:3]1.FC(F)(F)C(O)=O.NC1CCN(CCN2C3C=C(C#N)C=CC=3OCC2=O)CC1.[F:52][C:53]1[CH:58]=[CH:57][C:56]([F:59])=[CH:55][C:54]=1/[CH:60]=[CH:61]/[CH:62]=O.C([BH3-])#N.[Na+].